Dataset: Catalyst prediction with 721,799 reactions and 888 catalyst types from USPTO. Task: Predict which catalyst facilitates the given reaction. (1) Reactant: C[Si](C)(C)[N-][Si](C)(C)C.[Li+].[C:11]([O:15][C:16]([NH:18][C@H:19]1[CH2:23][C@@H:22]([C:24]([O:26][CH3:27])=[O:25])[CH:21]=[CH:20]1)=[O:17])([CH3:14])([CH3:13])[CH3:12].I[CH2:29][CH2:30][O:31][CH3:32]. Product: [C:11]([O:15][C:16]([NH:18][C@H:19]1[CH2:23][C@@:22]([CH2:29][CH2:30][O:31][CH3:32])([C:24]([O:26][CH3:27])=[O:25])[CH:21]=[CH:20]1)=[O:17])([CH3:14])([CH3:13])[CH3:12]. The catalyst class is: 7. (2) Reactant: [CH:1]1([C:4](=O)[CH2:5][C:6]#[N:7])[CH2:3][CH2:2]1.[C:9]([N:16]1[CH2:19][CH:18]([NH:20][NH2:21])[CH2:17]1)([O:11][C:12]([CH3:15])([CH3:14])[CH3:13])=[O:10]. Product: [NH2:7][C:6]1[N:20]([CH:18]2[CH2:19][N:16]([C:9]([O:11][C:12]([CH3:15])([CH3:14])[CH3:13])=[O:10])[CH2:17]2)[N:21]=[C:4]([CH:1]2[CH2:3][CH2:2]2)[CH:5]=1. The catalyst class is: 8. (3) Reactant: CN1CCN(C2C=CC(NC3C4N(N=CN=4)C(C4C=C(C(N)=O)SC=4)=CN=3)=CC=2)CC1.[C:32]([O:36][C:37](=[O:61])[N:38]([C:51]1[C:52]2[N:53]([N:58]=[CH:59][N:60]=2)[C:54](Br)=[CH:55][N:56]=1)[C:39]1[CH:44]=[CH:43][C:42]([N:45]2[CH2:50][CH2:49][O:48][CH2:47][CH2:46]2)=[CH:41][CH:40]=1)([CH3:35])([CH3:34])[CH3:33].[O:62]=[S:63]1(=[O:82])[C:67]2[CH:68]=[C:69](B3OC(C)(C)C(C)(C)O3)[CH:70]=[CH:71][C:66]=2[C:65](=[O:81])[NH:64]1.C([O-])([O-])=O.[Na+].[Na+]. Product: [C:32]([O:36][C:37](=[O:61])[N:38]([C:39]1[CH:44]=[CH:43][C:42]([N:45]2[CH2:50][CH2:49][O:48][CH2:47][CH2:46]2)=[CH:41][CH:40]=1)[C:51]1[C:52]2[N:53]([N:58]=[CH:59][N:60]=2)[C:54]([C:69]2[CH:70]=[CH:71][C:66]3[C:65](=[O:81])[NH:64][S:63](=[O:62])(=[O:82])[C:67]=3[CH:68]=2)=[CH:55][N:56]=1)([CH3:35])([CH3:34])[CH3:33]. The catalyst class is: 77. (4) Reactant: [OH:1][C:2]1[C:3]([CH3:17])=[C:4]2[C:9](=[C:10]([CH3:13])[C:11]=1[CH3:12])[O:8][C:7](=[O:14])[CH2:6][C:5]2([CH3:16])[CH3:15].CC(C)=[O:20].O.C1C(=O)N(Br)C(=O)C1. Product: [CH3:15][C:5]([C:4]1[C:9](=[O:8])[C:10]([CH3:13])=[C:11]([CH3:12])[C:2](=[O:1])[C:3]=1[CH3:17])([CH3:16])[CH2:6][C:7]([OH:20])=[O:14]. The catalyst class is: 10. (5) Reactant: C([O:14][C:15]([C:17]1([O:20]/[N:21]=[C:22](/[C:72]2[N:73]=[C:74]([NH:77]C(OC(C)(C)C)=O)[S:75][CH:76]=2)\[C:23]([NH:25][C@@H:26]2[C:29](=[O:30])[N:28]([S:31]([OH:34])(=[O:33])=[O:32])[C@@H:27]2[CH2:35][N:36]2[N:40]=[C:39]([CH2:41][N:42]([CH3:71])[C:43](=[N:63]C(OC(C)(C)C)=O)[N:44](C(OC(C)(C)C)=O)[CH2:45][CH2:46][CH2:47][NH:48]C(=O)OC(C)(C)C)[CH:38]=[N:37]2)=[O:24])[CH2:19][CH2:18]1)=[O:16])(C1C=CC=CC=1)C1C=CC=CC=1.C(O)(C(F)(F)F)=O. Product: [NH2:48][CH2:47][CH2:46][CH2:45][NH:44][C:43](=[NH:63])[N:42]([CH2:41][C:39]1[CH:38]=[N:37][N:36]([CH2:35][C@@H:27]2[C@H:26]([NH:25][C:23](=[O:24])/[C:22](=[N:21]\[O:20][C:17]3([C:15]([OH:16])=[O:14])[CH2:19][CH2:18]3)/[C:72]3[N:73]=[C:74]([NH2:77])[S:75][CH:76]=3)[C:29](=[O:30])[N:28]2[S:31]([OH:34])(=[O:32])=[O:33])[N:40]=1)[CH3:71]. The catalyst class is: 2. (6) Reactant: C(N(CC)CC)C.[CH3:8][C@@:9]12[C:15]([CH3:17])([CH3:16])[C@@H:12]([CH2:13][CH2:14]1)[CH:11]([C:18](Cl)=[O:19])[C:10]2=[O:21].[C:22]([O:26][C:27]([NH:29][NH:30][C:31]1[CH:36]=[CH:35][C:34]([F:37])=[CH:33][C:32]=1[Cl:38])=[O:28])([CH3:25])([CH3:24])[CH3:23]. Product: [C:22]([O:26][C:27]([NH:29][N:30]([C:31]1[CH:36]=[CH:35][C:34]([F:37])=[CH:33][C:32]=1[Cl:38])[C:18]([CH:11]1[C:10](=[O:21])[C@:9]2([CH3:8])[C:15]([CH3:17])([CH3:16])[C@H:12]1[CH2:13][CH2:14]2)=[O:19])=[O:28])([CH3:25])([CH3:23])[CH3:24]. The catalyst class is: 4. (7) Reactant: C1(P(C2CCCCC2)C2C=CC=CC=2C2C(OC)=CC=CC=2OC)CCCCC1.Cl[C:31]1[CH:43]=[C:42]([CH3:44])[C:41]2[C:40]3[C:35](=[CH:36][CH:37]=[CH:38][CH:39]=3)[C:34]([CH3:46])([CH3:45])[C:33]=2[CH:32]=1.[CH3:47][C:48]1([CH3:64])[C:52]([CH3:54])([CH3:53])[O:51][B:50]([B:50]2[O:51][C:52]([CH3:54])([CH3:53])[C:48]([CH3:64])([CH3:47])[O:49]2)[O:49]1.C([O-])(=O)C.[K+]. Product: [CH3:47][C:48]1([CH3:64])[C:52]([CH3:54])([CH3:53])[O:51][B:50]([C:31]2[CH:43]=[C:42]([CH3:44])[C:41]3[C:40]4[C:35](=[CH:36][CH:37]=[CH:38][CH:39]=4)[C:34]([CH3:46])([CH3:45])[C:33]=3[CH:32]=2)[O:49]1. The catalyst class is: 62. (8) Reactant: N1C=CN=CC=1[N:7]1[CH2:12][CH2:11][CH:10]([NH2:13])[CH2:9][CH2:8]1.ClCC([N:18]1[CH2:22][C:21](F)(F)C[C@H:19]1[C:25]#[N:26])=O.C(N=P1(N(CC)CC)N(C)CCCN1C)(C)(C)C.Cl. Product: [N:18]1[CH:19]=[CH:25][N:26]=[CH:21][C:22]=1[CH:12]1[CH2:11][CH:10]([NH2:13])[CH2:9][CH2:8][NH:7]1. The catalyst class is: 753. (9) Reactant: [F:1][C:2]([F:7])([F:6])[C:3]([OH:5])=[O:4].FC(F)(F)C(O)=O.[CH3:15][N:16]1[CH2:21][CH2:20][CH:19]([O:22][C:23]2[CH:28]=[CH:27][C:26]([C:29]3[C:37]4[C:32](=[CH:33][CH:34]=[C:35]([NH2:38])[CH:36]=4)[NH:31][N:30]=3)=[CH:25][CH:24]=2)[CH2:18][CH2:17]1.[F:39][C:40]1[CH:45]=[CH:44][CH:43]=[CH:42][C:41]=1[N:46]=[C:47]=[O:48].CCN(C(C)C)C(C)C. Product: [F:39][C:40]1[CH:45]=[CH:44][CH:43]=[CH:42][C:41]=1[NH:46][C:47]([NH:38][C:35]1[CH:36]=[C:37]2[C:32](=[CH:33][CH:34]=1)[NH:31][N:30]=[C:29]2[C:26]1[CH:27]=[CH:28][C:23]([O:22][CH:19]2[CH2:18][CH2:17][N:16]([CH3:15])[CH2:21][CH2:20]2)=[CH:24][CH:25]=1)=[O:48].[C:3]([OH:5])([C:2]([F:7])([F:6])[F:1])=[O:4]. The catalyst class is: 3. (10) Reactant: [Br:1][C:2]1[N:7]=[C:6]([C:8]2[N:12]3[CH:13]=[CH:14][N:15]=[C:16](Cl)[C:11]3=[N:10][CH:9]=2)[CH:5]=[CH:4][CH:3]=1.[N:18]1([CH2:24][CH2:25][NH2:26])[CH2:23][CH2:22][O:21][CH2:20][CH2:19]1.CCN(CC)CC.O. Product: [Br:1][C:2]1[N:7]=[C:6]([C:8]2[N:12]3[CH:13]=[CH:14][N:15]=[C:16]([NH:26][CH2:25][CH2:24][N:18]4[CH2:23][CH2:22][O:21][CH2:20][CH2:19]4)[C:11]3=[N:10][CH:9]=2)[CH:5]=[CH:4][CH:3]=1. The catalyst class is: 41.